This data is from Forward reaction prediction with 1.9M reactions from USPTO patents (1976-2016). The task is: Predict the product of the given reaction. (1) Given the reactants [N+:1]([C:4]1[CH:5]=[CH:6][C:7]([C:12]2[CH:17]=[CH:16][CH:15]=[CH:14][N:13]=2)=[C:8]([CH:11]=1)[C:9]#[N:10])([O-])=O.[Cl-].[NH4+].C(O)C, predict the reaction product. The product is: [NH2:1][C:4]1[CH:5]=[CH:6][C:7]([C:12]2[CH:17]=[CH:16][CH:15]=[CH:14][N:13]=2)=[C:8]([CH:11]=1)[C:9]#[N:10]. (2) Given the reactants [H-].[Na+].CN(C)[CH:5]=[CH:6][C:7]([C:9]1[NH:13][C:12]([CH3:14])=[N:11][CH:10]=1)=O.C(=O)(O)O.[C:20]1([NH:26][C:27]([NH2:29])=[NH:28])[CH:25]=[CH:24][CH:23]=[CH:22][CH:21]=1, predict the reaction product. The product is: [NH:26]([C:27]1[N:29]=[C:7]([C:9]2[NH:13][C:12]([CH3:14])=[N:11][CH:10]=2)[CH:6]=[CH:5][N:28]=1)[C:20]1[CH:25]=[CH:24][CH:23]=[CH:22][CH:21]=1. (3) The product is: [C:17]([O:16][C:14]([NH:1][C@@H:2]([CH:6]([CH3:8])[CH3:7])[C:3]([OH:5])=[O:4])=[O:15])([CH3:20])([CH3:19])[CH3:18]. Given the reactants [NH2:1][C@@H:2]([CH:6]([CH3:8])[CH3:7])[C:3]([OH:5])=[O:4].C(=O)(O)[O-].[Na+].[C:14](O[C:14]([O:16][C:17]([CH3:20])([CH3:19])[CH3:18])=[O:15])([O:16][C:17]([CH3:20])([CH3:19])[CH3:18])=[O:15], predict the reaction product. (4) Given the reactants N([C:6]([O:8][C:9]([CH3:12])([CH3:11])[CH3:10])=[O:7])CC(O)=O.O.[OH:14][N:15]1[C:19]2C=CC=C[C:18]=2[N:17]=N1.C(OC(=O)C)(=[O:26])C.F[P-](F)(F)(F)(F)F.N1C2C=CC=C(O[P+](N3CCCC3)(N3CCCC3)N3CCCC3)C=2N=N1.C(N(C(C)C)CC)(C)C.CC(OC(N[C@H](C(O)=O)CC1C=CC(OCC2C(Cl)=CC=CC=2Cl)=CC=1)=O)(C)C.N(C(OC(C)(C)C)=O)[C@@H](C(O)=O)CCC(=O)N.CC(O)=O, predict the reaction product. The product is: [C:6]([C:19]([CH:18]=[N:17][OH:26])=[N:15][OH:14])([O:8][C:9]([CH3:10])([CH3:11])[CH3:12])=[O:7]. (5) Given the reactants [O:1]1[CH:5]=[CH:4][N:3]=[CH:2]1.B.C1COCC1.[Li]CCCC.[C:17]1([C:23]2[CH:24]=[C:25]3[C:29](=[CH:30][CH:31]=2)[CH2:28][CH:27]([CH:32]=[O:33])[CH2:26]3)[CH:22]=[CH:21][CH:20]=[CH:19][CH:18]=1, predict the reaction product. The product is: [O:1]1[CH:5]=[CH:4][N:3]=[C:2]1[CH:32]([CH:27]1[CH2:26][C:25]2[C:29](=[CH:30][CH:31]=[C:23]([C:17]3[CH:22]=[CH:21][CH:20]=[CH:19][CH:18]=3)[CH:24]=2)[CH2:28]1)[OH:33]. (6) Given the reactants Cl[C:2]1[N:7]=[C:6]([C:8]2[NH:12][C:11](=[O:13])[NH:10][N:9]=2)[CH:5]=[C:4]([CH3:14])[CH:3]=1.[OH:15][C@H:16]1[CH2:20][CH2:19][N:18]([C:21]([O:23][C:24]([CH3:27])([CH3:26])[CH3:25])=[O:22])[CH2:17]1.[H-].[Na+].O, predict the reaction product. The product is: [CH3:14][C:4]1[CH:5]=[C:6]([C:8]2[NH:12][C:11](=[O:13])[NH:10][N:9]=2)[N:7]=[C:2]([O:15][C@H:16]2[CH2:20][CH2:19][N:18]([C:21]([O:23][C:24]([CH3:27])([CH3:26])[CH3:25])=[O:22])[CH2:17]2)[CH:3]=1. (7) Given the reactants [O:1]1[CH:6]=[CH:5][CH2:4][CH2:3][CH:2]1[CH2:7][OH:8].[H-].[Na+].[H][H].[CH3:13]I, predict the reaction product. The product is: [CH3:13][O:8][CH2:7][CH:2]1[CH2:3][CH2:4][CH:5]=[CH:6][O:1]1. (8) Given the reactants C(O[C:4](=[O:21])[CH2:5][C:6]([CH:8]1[CH2:13][CH2:12][N:11]([C:14]([O:16][C:17]([CH3:20])([CH3:19])[CH3:18])=[O:15])[CH2:10][CH2:9]1)=O)C.[I:22][C:23]1[CH:24]=[C:25]2[C:29](=[CH:30][CH:31]=1)[NH:28][N:27]=[C:26]2[NH2:32].P([O-])([O-])([O-])=O.[K+].[K+].[K+], predict the reaction product. The product is: [I:22][C:23]1[CH:31]=[CH:30][C:29]2[C:25](=[C:26]3[NH:32][C:4](=[O:21])[CH:5]=[C:6]([CH:8]4[CH2:9][CH2:10][N:11]([C:14]([O:16][C:17]([CH3:18])([CH3:19])[CH3:20])=[O:15])[CH2:12][CH2:13]4)[N:27]3[N:28]=2)[CH:24]=1. (9) Given the reactants [CH3:1][O:2][C:3]1[CH:4]=[C:5]2[C:10](=[CH:11][C:12]=1[O:13][CH3:14])[N:9]=[CH:8][CH:7]=[C:6]2[O:15][C:16]1[C:22]([CH3:23])=[CH:21][C:19]([NH2:20])=[C:18]([CH3:24])[CH:17]=1.[C:25]1([CH3:31])C=CC=C[CH:26]=1.ClC(Cl)([O:35][C:36](=O)[O:37]C(Cl)(Cl)Cl)Cl.C(=O)(O)[O-].[Na+], predict the reaction product. The product is: [CH3:1][O:2][C:3]1[CH:4]=[C:5]2[C:10](=[CH:11][C:12]=1[O:13][CH3:14])[N:9]=[CH:8][CH:7]=[C:6]2[O:15][C:16]1[C:22]([CH3:23])=[CH:21][C:19]([NH:20][C:36](=[O:35])[O:37][CH2:26][CH2:25][CH3:31])=[C:18]([CH3:24])[CH:17]=1. (10) The product is: [Cl:1][C:2]1[C:7]([C:8]([NH:12][C@@H:13]([CH3:16])[CH2:14][OH:15])=[O:9])=[C:6]([Cl:11])[N:5]=[CH:4][N:3]=1. Given the reactants [Cl:1][C:2]1[C:7]([C:8](Cl)=[O:9])=[C:6]([Cl:11])[N:5]=[CH:4][N:3]=1.[NH2:12][C@@H:13]([CH3:16])[CH2:14][OH:15].CCN(C(C)C)C(C)C, predict the reaction product.